Dataset: Forward reaction prediction with 1.9M reactions from USPTO patents (1976-2016). Task: Predict the product of the given reaction. (1) Given the reactants [F:1][C:2]1[CH:7]=[CH:6][CH:5]=[C:4]([F:8])[C:3]=1[N:9]1[C:14]2[N:15]=[C:16]([N:29]3[CH2:34][CH2:33][CH:32]([N:35]4[CH2:40][CH2:39][CH:38]([CH3:41])[CH2:37][CH2:36]4)[CH2:31][CH2:30]3)[N:17]=[C:18]([C:19]3[CH:20]=[C:21]([CH:25]=[CH:26][C:27]=3[CH3:28])[C:22](O)=[O:23])[C:13]=2[CH:12]=[CH:11][C:10]1=[O:42].CN(C(O[N:51]1N=N[C:53]2C=CC=C[C:52]1=2)=[N+](C)C)C.F[P-](F)(F)(F)(F)F.C(N(CC)CC)C.C(N)C, predict the reaction product. The product is: [F:8][C:4]1[CH:5]=[CH:6][CH:7]=[C:2]([F:1])[C:3]=1[N:9]1[C:14]2[N:15]=[C:16]([N:29]3[CH2:34][CH2:33][CH:32]([N:35]4[CH2:40][CH2:39][CH:38]([CH3:41])[CH2:37][CH2:36]4)[CH2:31][CH2:30]3)[N:17]=[C:18]([C:19]3[CH:20]=[C:21]([CH:25]=[CH:26][C:27]=3[CH3:28])[C:22]([NH:51][CH2:52][CH3:53])=[O:23])[C:13]=2[CH:12]=[CH:11][C:10]1=[O:42]. (2) Given the reactants C([Li])CCC.Br[C:7]1[CH:12]=[CH:11][C:10]([F:13])=[CH:9][C:8]=1[CH3:14].[C:15](OCC)(=[O:21])[C:16]([O:18][CH2:19][CH3:20])=[O:17], predict the reaction product. The product is: [F:13][C:10]1[CH:11]=[CH:12][C:7]([C:15](=[O:21])[C:16]([O:18][CH2:19][CH3:20])=[O:17])=[C:8]([CH3:14])[CH:9]=1. (3) Given the reactants [C:1]([C:4]1[C:9]([O:10][CH2:11][C:12]2[CH:17]=[CH:16][CH:15]=[CH:14][CH:13]=2)=[CH:8][C:7]([NH:18][C:19](=[O:21])[CH3:20])=[C:6]([Br:22])[CH:5]=1)(=[O:3])[CH3:2].[Li+].[CH3:24][CH:25]([N-]C(C)C)[CH3:26].C(Br)C=C, predict the reaction product. The product is: [C:1]([C:4]1[C:9]([O:10][CH2:11][C:12]2[CH:17]=[CH:16][CH:15]=[CH:14][CH:13]=2)=[CH:8][C:7]([N:18]([CH2:26][CH:25]=[CH2:24])[C:19](=[O:21])[CH3:20])=[C:6]([Br:22])[CH:5]=1)(=[O:3])[CH3:2]. (4) Given the reactants Br[C:2]1[CH:3]=[C:4]([CH2:8][N:9]2[CH2:14][CH2:13][O:12][CH2:11][CH2:10]2)[S:5][C:6]=1[Cl:7].C([Li])CCC.CON(C)[C:23](=[O:25])[CH3:24], predict the reaction product. The product is: [Cl:7][C:6]1[S:5][C:4]([CH2:8][N:9]2[CH2:14][CH2:13][O:12][CH2:11][CH2:10]2)=[CH:3][C:2]=1[C:23](=[O:25])[CH3:24]. (5) Given the reactants [I-].[CH3:2][S+](C)(C)=O.[H-].[Na+].C([O:12][CH2:13][C@@H:14]1[C@@H:21]2[C@@H:17]([O:18][C:19]([CH3:23])([CH3:22])[O:20]2)[C@H:16]([N:24]2[CH:32]=[N:31][C:30]3[C:25]2=[N:26][CH:27]=[N:28][C:29]=3[CH:33]=[CH2:34])[O:15]1)(=O)C.[NH4+].[Cl-], predict the reaction product. The product is: [CH:33]1([C:29]2[N:28]=[CH:27][N:26]=[C:25]3[C:30]=2[N:31]=[CH:32][N:24]3[C@H:16]2[C@@H:17]3[O:18][C:19]([CH3:23])([CH3:22])[O:20][C@@H:21]3[C@@H:14]([CH2:13][OH:12])[O:15]2)[CH2:34][CH2:2]1. (6) The product is: [CH3:1][O:2][C:3](=[O:26])[CH2:4][C@H:5]1[C:9]2[CH:10]=[CH:11][C:12]([O:14][C@:15]3([CH2:35][C:32]4[CH:31]=[N:30][C:29]([Cl:28])=[CH:34][CH:33]=4)[C:23]4[C:18](=[CH:19][CH:20]=[CH:21][C:22]=4[F:24])[CH2:17][CH2:16]3)=[CH:13][C:8]=2[O:7][CH2:6]1. Given the reactants [CH3:1][O:2][C:3](=[O:26])[CH2:4][C@H:5]1[C:9]2[CH:10]=[CH:11][C:12]([O:14][C@H:15]3[C:23]4[C:18](=[C:19](Br)[CH:20]=[CH:21][C:22]=4[F:24])[CH2:17][CH2:16]3)=[CH:13][C:8]=2[O:7][CH2:6]1.[Cl-].[Cl:28][C:29]1[CH:34]=[CH:33][C:32]([CH2:35][Zn+])=[CH:31][N:30]=1.Cl.N, predict the reaction product. (7) Given the reactants [Cl:1][C:2]1[N:7]=[C:6]([NH:8][CH2:9][C:10]2[CH:11]=[N:12][C:13]([C:16]([F:19])([F:18])[F:17])=[CH:14][CH:15]=2)[CH:5]=[CH:4][CH:3]=1.[Br:20]N1C(=O)CCC1=O.O, predict the reaction product. The product is: [Br:20][C:3]1[CH:4]=[CH:5][C:6]([NH:8][CH2:9][C:10]2[CH:11]=[N:12][C:13]([C:16]([F:19])([F:17])[F:18])=[CH:14][CH:15]=2)=[N:7][C:2]=1[Cl:1].